Dataset: Full USPTO retrosynthesis dataset with 1.9M reactions from patents (1976-2016). Task: Predict the reactants needed to synthesize the given product. (1) Given the product [Cl:1][C:2]1[CH:10]=[C:6]([C:7]([O:9][CH3:12])=[O:8])[C:5]([OH:11])=[CH:4][CH:3]=1, predict the reactants needed to synthesize it. The reactants are: [Cl:1][C:2]1[CH:10]=[C:6]([C:7]([OH:9])=[O:8])[C:5]([OH:11])=[CH:4][CH:3]=1.[C:12](Cl)(=O)C. (2) The reactants are: [Cl:1][C:2]1[CH:3]=[CH:4][C:5]2[C:11](=[O:12])[NH:10][C:9]3[CH:13]=[C:14]([CH2:17][C:18](OC)=[O:19])[CH:15]=[CH:16][C:8]=3[NH:7][C:6]=2[CH:22]=1.[H-].[H-].[H-].[H-].[Li+].[Al+3]. Given the product [Cl:1][C:2]1[CH:3]=[CH:4][C:5]2[C:11](=[O:12])[NH:10][C:9]3[CH:13]=[C:14]([CH2:17][CH2:18][OH:19])[CH:15]=[CH:16][C:8]=3[NH:7][C:6]=2[CH:22]=1, predict the reactants needed to synthesize it.